From a dataset of Peptide-MHC class II binding affinity with 134,281 pairs from IEDB. Regression. Given a peptide amino acid sequence and an MHC pseudo amino acid sequence, predict their binding affinity value. This is MHC class II binding data. (1) The peptide sequence is GCSSALGSGPYGALG. The MHC is DRB3_0202 with pseudo-sequence DRB3_0202. The binding affinity (normalized) is 0.322. (2) The peptide sequence is KNPVVDGNPTVDIEE. The MHC is DRB1_0901 with pseudo-sequence DRB1_0901. The binding affinity (normalized) is 0.214. (3) The peptide sequence is KGLHHLQIILSGKMA. The MHC is DRB1_0802 with pseudo-sequence DRB1_0802. The binding affinity (normalized) is 0.544. (4) The peptide sequence is VIPEGWKADTAYESK. The MHC is DRB1_1302 with pseudo-sequence DRB1_1302. The binding affinity (normalized) is 0.185. (5) The peptide sequence is GVIYIMIISKKMMRK. The MHC is DRB1_1302 with pseudo-sequence DRB1_1302. The binding affinity (normalized) is 0.664. (6) The peptide sequence is IGRGRVSPGNGWMIK. The MHC is HLA-DQA10201-DQB10303 with pseudo-sequence HLA-DQA10201-DQB10303. The binding affinity (normalized) is 0.248.